From a dataset of Forward reaction prediction with 1.9M reactions from USPTO patents (1976-2016). Predict the product of the given reaction. (1) Given the reactants [CH3:1][O:2][C:3]1[CH:4]=[C:5]([CH:7]=[CH:8][C:9]=1[O:10][CH3:11])[NH2:6].[C:12]([O-:15])([O-])=O.[K+].[K+].[CH3:18][O:19][CH:20]([O:23][CH3:24])[CH2:21][NH2:22].C[CH2:26][O:27]C(C)=O, predict the reaction product. The product is: [CH3:18][O:19][CH:20]([O:23][CH3:24])[CH2:21][NH:22][C:12](=[O:15])[C:26]([NH:6][C:5]1[CH:7]=[CH:8][C:9]([O:10][CH3:11])=[C:3]([O:2][CH3:1])[CH:4]=1)=[O:27]. (2) Given the reactants Br[C:2]1[CH:3]=[C:4]([O:9][C@@H:10]([C:12]2[C:17]([Cl:18])=[CH:16][CH:15]=[C:14]([F:19])[C:13]=2[Cl:20])[CH3:11])[C:5]([NH2:8])=[N:6][CH:7]=1.Br[C:22]1[CH:27]=[CH:26][C:25](B(O)O)=[CH:24][CH:23]=1.[CH3:31][PH:32](=[O:34])[CH3:33], predict the reaction product. The product is: [Cl:20][C:13]1[C:14]([F:19])=[CH:15][CH:16]=[C:17]([Cl:18])[C:12]=1[C@H:10]([O:9][C:4]1[C:5]([NH2:8])=[N:6][CH:7]=[C:2]([C:22]2[CH:27]=[CH:26][C:25]([P:32]([CH3:33])([CH3:31])=[O:34])=[CH:24][CH:23]=2)[CH:3]=1)[CH3:11]. (3) Given the reactants [CH3:1][O:2][C:3]1[CH:4]=[C:5]2[C:10](=[CH:11][C:12]=1[O:13][CH3:14])[N:9]=[CH:8][CH:7]=[C:6]2[O:15][C:16]1[CH:22]=[CH:21][C:19]([NH2:20])=[CH:18][CH:17]=1.C(N(CC)CC)C.ClC(Cl)(O[C:34](=[O:40])OC(Cl)(Cl)Cl)Cl.[C:42]1([C@@H:48]([NH2:51])[CH2:49][CH3:50])[CH:47]=[CH:46][CH:45]=[CH:44][CH:43]=1, predict the reaction product. The product is: [CH3:1][O:2][C:3]1[CH:4]=[C:5]2[C:10](=[CH:11][C:12]=1[O:13][CH3:14])[N:9]=[CH:8][CH:7]=[C:6]2[O:15][C:16]1[CH:22]=[CH:21][C:19]([NH:20][C:34]([NH:51][C@H:48]([C:42]2[CH:47]=[CH:46][CH:45]=[CH:44][CH:43]=2)[CH2:49][CH3:50])=[O:40])=[CH:18][CH:17]=1. (4) Given the reactants [NH:1]1[CH2:6][CH2:5][C:4]2([O:11][C:10]3[C:12]4[C:17]([C:18](=[O:21])[C:19](=[O:20])[C:9]=3[S:8][CH2:7]2)=[CH:16][CH:15]=[CH:14][CH:13]=4)[CH2:3][CH2:2]1.[Cl:22][C:23]1[CH:24]=[C:25]([S:30](Cl)(=[O:32])=[O:31])[CH:26]=[CH:27][C:28]=1[Cl:29], predict the reaction product. The product is: [Cl:22][C:23]1[CH:24]=[C:25]([S:30]([N:1]2[CH2:2][CH2:3][C:4]3([O:11][C:10]4[C:12]5[C:17]([C:18](=[O:21])[C:19](=[O:20])[C:9]=4[S:8][CH2:7]3)=[CH:16][CH:15]=[CH:14][CH:13]=5)[CH2:5][CH2:6]2)(=[O:31])=[O:32])[CH:26]=[CH:27][C:28]=1[Cl:29]. (5) Given the reactants [CH3:1][C:2]1[CH:3]=[CH:4][C:5]2[O:9][C:8](S)=[N:7][C:6]=2[CH:11]=1.CN(C=O)C.S(Cl)([Cl:19])=O, predict the reaction product. The product is: [Cl:19][C:8]1[O:9][C:5]2[CH:4]=[CH:3][C:2]([CH3:1])=[CH:11][C:6]=2[N:7]=1. (6) Given the reactants [Cl:1][C:2]1[CH:7]=[CH:6][C:5]([CH:8]([C:10]2[CH:11]=[N:12][N:13]([CH3:15])[CH:14]=2)[NH2:9])=[CH:4][C:3]=1[F:16].CCN(C(C)C)C(C)C.[OH:26][CH2:27][C@@H:28]([NH:30][C:31]1[N:40]=[CH:39][C:38]2[C:33](=[CH:34][C:35]([C:41](O)=[O:42])=[CH:36][CH:37]=2)[N:32]=1)[CH3:29].CN(C(ON1N=NC2C=CC=CC1=2)=[N+](C)C)C.F[P-](F)(F)(F)(F)F, predict the reaction product. The product is: [Cl:1][C:2]1[CH:7]=[CH:6][C:5]([CH:8]([C:10]2[CH:11]=[N:12][N:13]([CH3:15])[CH:14]=2)[NH:9][C:41]([C:35]2[CH:34]=[C:33]3[C:38]([CH:39]=[N:40][C:31]([NH:30][C@@H:28]([CH3:29])[CH2:27][OH:26])=[N:32]3)=[CH:37][CH:36]=2)=[O:42])=[CH:4][C:3]=1[F:16]. (7) Given the reactants [O:1]=[S:2]1(=[O:33])[CH2:7][CH2:6][CH2:5][CH2:4][N:3]1[C:8]1[N:17]=[C:16]([C:18]([O:20][CH3:21])=[O:19])[C:15]([O:22]S(C2C=CC(C)=CC=2)(=O)=O)=[C:14]2[C:9]=1[CH:10]=[CH:11][CH:12]=[N:13]2.C[O-].[Na+].C(O)(=O)C.O, predict the reaction product. The product is: [O:33]=[S:2]1(=[O:1])[CH2:7][CH2:6][CH2:5][CH2:4][N:3]1[C:8]1[N:17]=[C:16]([C:18]([O:20][CH3:21])=[O:19])[C:15]([OH:22])=[C:14]2[C:9]=1[CH:10]=[CH:11][CH:12]=[N:13]2. (8) Given the reactants [CH3:1][CH:2]1[CH2:6][CH2:5][CH2:4][N:3]1[CH2:7][CH2:8][CH2:9][O:10][C:11]1[CH:16]=[CH:15][C:14]([C:17]2[S:18][C:19]3[CH2:25][CH2:24][CH:23]([NH2:26])[CH2:22][C:20]=3[N:21]=2)=[CH:13][CH:12]=1.C(N(CC)CC)C.[C:34](Cl)(=[O:36])[CH3:35], predict the reaction product. The product is: [CH3:1][CH:2]1[CH2:6][CH2:5][CH2:4][N:3]1[CH2:7][CH2:8][CH2:9][O:10][C:11]1[CH:16]=[CH:15][C:14]([C:17]2[S:18][C:19]3[CH2:25][CH2:24][CH:23]([NH:26][C:34](=[O:36])[CH3:35])[CH2:22][C:20]=3[N:21]=2)=[CH:13][CH:12]=1. (9) The product is: [C:1]([C:5]1[N:6]=[C:7]([N:16]2[CH2:20][CH2:19][C:18]([F:21])([F:22])[CH2:17]2)[C:8]2[C:9](=[N:11][N:12]([CH2:14][C:15]3[CH:50]=[CH:49][CH:48]=[C:47]([C:51]([F:54])([F:53])[F:52])[C:46]=3[Cl:55])[N:13]=2)[N:10]=1)([CH3:2])([CH3:3])[CH3:4]. Given the reactants [C:1]([C:5]1[N:6]=[C:7]([N:16]2[CH2:20][CH2:19][C:18]([F:22])([F:21])[CH2:17]2)[C:8]2[C:9](=[N:11][N:12]([CH2:14][CH3:15])[N:13]=2)[N:10]=1)([CH3:4])([CH3:3])[CH3:2].C(C1N=C(N2CCC(F)(F)C2)C2N=NNC=2N=1)(C)(C)C.BrCC1[CH:50]=[CH:49][CH:48]=[C:47]([C:51]([F:54])([F:53])[F:52])[C:46]=1[Cl:55], predict the reaction product. (10) Given the reactants [CH3:1][C:2]([C:4]1[CH:5]=[CH:6][C:7]([OH:10])=[CH:8][CH:9]=1)=[O:3].C(=O)([O-])[O-].[K+].[K+].[F:17][C:18]([F:29])([F:28])[O:19][C:20]1[CH:27]=[CH:26][C:23]([CH2:24]Br)=[CH:22][CH:21]=1, predict the reaction product. The product is: [F:17][C:18]([F:28])([F:29])[O:19][C:20]1[CH:27]=[CH:26][C:23]([CH2:24][O:10][C:7]2[CH:8]=[CH:9][C:4]([C:2](=[O:3])[CH3:1])=[CH:5][CH:6]=2)=[CH:22][CH:21]=1.